This data is from Full USPTO retrosynthesis dataset with 1.9M reactions from patents (1976-2016). The task is: Predict the reactants needed to synthesize the given product. Given the product [CH:1]1([N:7]([CH2:8][CH2:9][C:10]2[CH:15]=[CH:14][CH:13]=[C:12]([OH:16])[CH:11]=2)[C:17](=[O:20])[CH:18]=[CH2:19])[CH2:2][CH2:3][CH2:4][CH2:5][CH2:6]1, predict the reactants needed to synthesize it. The reactants are: [CH:1]1([NH:7][CH2:8][CH2:9][C:10]2[CH:11]=[C:12]([OH:16])[CH:13]=[CH:14][CH:15]=2)[CH2:6][CH2:5][CH2:4][CH2:3][CH2:2]1.[C:17](Cl)(=[O:20])[CH:18]=[CH2:19].